From a dataset of Forward reaction prediction with 1.9M reactions from USPTO patents (1976-2016). Predict the product of the given reaction. Given the reactants [Cl:1][C:2]1[N:10]=[C:9]2[C:5]([N:6]=[CH:7][N:8]2[CH2:11][O:12][CH2:13][CH2:14][Si:15]([CH3:18])([CH3:17])[CH3:16])=[C:4](Cl)[N:3]=1.[OH:20][C:21]1[CH:22]=[C:23]([NH:27][C:28](=[O:31])[CH:29]=[CH2:30])[CH:24]=[CH:25][CH:26]=1.C([O-])([O-])=O.[K+].[K+], predict the reaction product. The product is: [Cl:1][C:2]1[N:10]=[C:9]2[C:5]([N:6]=[CH:7][N:8]2[CH2:11][O:12][CH2:13][CH2:14][Si:15]([CH3:18])([CH3:17])[CH3:16])=[C:4]([O:20][C:21]2[CH:22]=[C:23]([NH:27][C:28](=[O:31])[CH:29]=[CH2:30])[CH:24]=[CH:25][CH:26]=2)[N:3]=1.